Task: Predict the reactants needed to synthesize the given product.. Dataset: Full USPTO retrosynthesis dataset with 1.9M reactions from patents (1976-2016) Given the product [Cl:13][C:14]1[CH:15]=[CH:16][C:17]([NH:20][C:21]([N:23]2[CH2:28][CH2:27][N:26]([C:2]3[C:6]4[CH:7]=[CH:8][CH:9]=[CH:10][C:5]=4[S:4](=[O:12])(=[O:11])[N:3]=3)[CH2:25][CH:24]2[C:29]2[CH:30]=[CH:31][CH:32]=[CH:33][CH:34]=2)=[O:22])=[CH:18][CH:19]=1, predict the reactants needed to synthesize it. The reactants are: Cl[C:2]1[C:6]2[CH:7]=[CH:8][CH:9]=[CH:10][C:5]=2[S:4](=[O:12])(=[O:11])[N:3]=1.[Cl:13][C:14]1[CH:19]=[CH:18][C:17]([NH:20][C:21]([N:23]2[CH2:28][CH2:27][NH:26][CH2:25][CH:24]2[C:29]2[CH:34]=[CH:33][CH:32]=[CH:31][CH:30]=2)=[O:22])=[CH:16][CH:15]=1.